Dataset: NCI-60 drug combinations with 297,098 pairs across 59 cell lines. Task: Regression. Given two drug SMILES strings and cell line genomic features, predict the synergy score measuring deviation from expected non-interaction effect. (1) Drug 1: CN(CC1=CN=C2C(=N1)C(=NC(=N2)N)N)C3=CC=C(C=C3)C(=O)NC(CCC(=O)O)C(=O)O. Drug 2: B(C(CC(C)C)NC(=O)C(CC1=CC=CC=C1)NC(=O)C2=NC=CN=C2)(O)O. Cell line: HT29. Synergy scores: CSS=63.1, Synergy_ZIP=0.585, Synergy_Bliss=-1.35, Synergy_Loewe=-8.54, Synergy_HSA=-0.886. (2) Drug 1: CC=C1C(=O)NC(C(=O)OC2CC(=O)NC(C(=O)NC(CSSCCC=C2)C(=O)N1)C(C)C)C(C)C. Drug 2: N.N.Cl[Pt+2]Cl. Cell line: OVCAR-5. Synergy scores: CSS=86.4, Synergy_ZIP=-0.997, Synergy_Bliss=-0.691, Synergy_Loewe=-1.03, Synergy_HSA=1.58.